Predict the reactants needed to synthesize the given product. From a dataset of Full USPTO retrosynthesis dataset with 1.9M reactions from patents (1976-2016). (1) Given the product [CH2:1]([O:8][C@H:9]1[CH2:13][CH2:12][CH2:11][C@@H:10]1[NH:14][C:15]1[CH:22]=[C:21]([N:23]2[C:31]3[CH2:30][C:29]([CH3:32])([CH3:33])[CH2:28][C:27](=[O:34])[C:26]=3[C:25]([CH2:35][CH3:36])=[N:24]2)[CH:20]=[CH:19][C:16]=1[C:17]([NH2:18])=[O:39])[C:2]1[CH:7]=[CH:6][CH:5]=[CH:4][CH:3]=1, predict the reactants needed to synthesize it. The reactants are: [CH2:1]([O:8][C@H:9]1[CH2:13][CH2:12][CH2:11][C@@H:10]1[NH:14][C:15]1[CH:22]=[C:21]([N:23]2[C:31]3[CH2:30][C:29]([CH3:33])([CH3:32])[CH2:28][C:27](=[O:34])[C:26]=3[C:25]([CH2:35][CH3:36])=[N:24]2)[CH:20]=[CH:19][C:16]=1[C:17]#[N:18])[C:2]1[CH:7]=[CH:6][CH:5]=[CH:4][CH:3]=1.C([OH:39])C.[OH-].[K+].OO. (2) Given the product [CH3:1][O:2][C:3]([C:5]1[CH:6]=[N:7][C:8]([N:11]2[CH2:36][CH2:35][C:14]3[NH:15][C:16]4[CH:17]=[CH:18][C:19]([C:22]5[CH:27]=[CH:26][CH:25]=[C:24]([CH2:28][N:29]6[CH2:30][CH2:31][N:32]([S:38]([CH3:37])(=[O:40])=[O:39])[CH2:33][CH2:34]6)[CH:23]=5)=[CH:20][C:21]=4[C:13]=3[CH2:12]2)=[N:9][CH:10]=1)=[O:4], predict the reactants needed to synthesize it. The reactants are: [CH3:1][O:2][C:3]([C:5]1[CH:6]=[N:7][C:8]([N:11]2[CH2:36][CH2:35][C:14]3[NH:15][C:16]4[CH:17]=[CH:18][C:19]([C:22]5[CH:27]=[CH:26][CH:25]=[C:24]([CH2:28][N:29]6[CH2:34][CH2:33][NH:32][CH2:31][CH2:30]6)[CH:23]=5)=[CH:20][C:21]=4[C:13]=3[CH2:12]2)=[N:9][CH:10]=1)=[O:4].[CH3:37][S:38](Cl)(=[O:40])=[O:39]. (3) Given the product [OH:14][CH:15]1[C@H:20]([NH:21][C:22](=[O:38])[O:23][C@@H:24]([C:26](=[O:37])[NH:27][C@@H:28]([CH3:36])[CH2:29][C:30]2[CH:31]=[CH:32][CH:33]=[CH:34][CH:35]=2)[CH3:25])[C@@H:19]([OH:39])[C@H:18]([OH:47])[C@@H:17]([CH2:55][OH:56])[O:16]1, predict the reactants needed to synthesize it. The reactants are: C1COCC1.O.C([O:14][CH:15]1[C@H:20]([NH:21][C:22](=[O:38])[O:23][C@@H:24]([C:26](=[O:37])[NH:27][C@@H:28]([CH3:36])[CH2:29][C:30]2[CH:35]=[CH:34][CH:33]=[CH:32][CH:31]=2)[CH3:25])[C@@H:19]([O:39]CC2C=CC=CC=2)[C@H:18]([O:47]CC2C=CC=CC=2)[C@@H:17]([CH2:55][O:56]CC2C=CC=CC=2)[O:16]1)C1C=CC=CC=1. (4) Given the product [F:41][C:2]([F:1])([C:30]1[CH:35]=[CH:34][C:33]([O:36][C:37]([F:38])([F:40])[F:39])=[CH:32][N:31]=1)[CH2:3][N:4]1[CH2:9][CH2:8][CH:7]([NH:10][C:11]2[C:12]3[CH:19]=[CH:18][NH:17][C:13]=3[N:14]=[CH:15][N:16]=2)[CH2:6][CH2:5]1, predict the reactants needed to synthesize it. The reactants are: [F:1][C:2]([F:41])([C:30]1[CH:35]=[CH:34][C:33]([O:36][C:37]([F:40])([F:39])[F:38])=[CH:32][N:31]=1)[CH2:3][N:4]1[CH2:9][CH2:8][CH:7]([NH:10][C:11]2[C:12]3[CH:19]=[CH:18][N:17](S(C4C=CC(C)=CC=4)(=O)=O)[C:13]=3[N:14]=[CH:15][N:16]=2)[CH2:6][CH2:5]1.[OH-].[Na+]. (5) Given the product [CH3:1][C@H:2]1[CH2:7][N:6]2[C:8]([C:11]3[CH:16]=[N:15][CH:14]=[CH:13][N:12]=3)=[N:9][N:10]=[C:5]2[C:4](=[O:29])[N:3]1[C:17]([O:19][C:20]([CH3:22])([CH3:21])[CH3:23])=[O:18], predict the reactants needed to synthesize it. The reactants are: [CH3:1][C@H:2]1[CH2:7][N:6]2[C:8]([C:11]3[CH:16]=[N:15][CH:14]=[CH:13][N:12]=3)=[N:9][N:10]=[C:5]2[CH2:4][N:3]1[C:17]([O:19][C:20]([CH3:23])([CH3:22])[CH3:21])=[O:18].C(#N)C.O.I([O-])(=O)(=O)=[O:29].[Na+]. (6) Given the product [CH2:13]([O:12][C:5]1[CH:6]=[CH:7][CH:8]=[C:9]2[C:4]=1[N:3]=[C:2]([O:21][CH3:20])[CH:11]=[CH:10]2)[C:14]1[CH:19]=[CH:18][CH:17]=[CH:16][CH:15]=1, predict the reactants needed to synthesize it. The reactants are: Cl[C:2]1[CH:11]=[CH:10][C:9]2[C:4](=[C:5]([O:12][CH2:13][C:14]3[CH:19]=[CH:18][CH:17]=[CH:16][CH:15]=3)[CH:6]=[CH:7][CH:8]=2)[N:3]=1.[CH3:20][O-:21].[Na+].